Dataset: Reaction yield outcomes from USPTO patents with 853,638 reactions. Task: Predict the reaction yield, written as a fraction of the theoretical maximum amount of product (1.0 means a 100% yield; for example, 0.34 means a 34% yield). (1) The reactants are [Cl:1][C:2]1[N:7]=[C:6]([C:8]([O:10][CH3:11])=[O:9])[C:5](F)=[CH:4][CH:3]=1.[CH3:13][S:14]([C:17]1[N:22]=[CH:21][C:20]([OH:23])=[CH:19][CH:18]=1)(=[O:16])=[O:15].C(=O)([O-])[O-].[K+].[K+]. The catalyst is CN(C=O)C. The product is [Cl:1][C:2]1[N:7]=[C:6]([C:8]([O:10][CH3:11])=[O:9])[C:5]([O:23][C:20]2[CH:21]=[N:22][C:17]([S:14]([CH3:13])(=[O:16])=[O:15])=[CH:18][CH:19]=2)=[CH:4][CH:3]=1. The yield is 0.810. (2) The reactants are Br[C:2]1[CH:3]=[CH:4][C:5]2[O:9][C:8]([CH:10]([NH:17][C:18]3[CH:23]=[CH:22][C:21]([C:24]([N:26]([CH3:34])[CH2:27][CH2:28][C:29]([O:31][CH2:32][CH3:33])=[O:30])=[O:25])=[CH:20][CH:19]=3)[CH:11]3[CH2:16][CH2:15][CH2:14][CH2:13][CH2:12]3)=[C:7]([CH3:35])[C:6]=2[CH:36]=1.[CH3:37][O:38][C:39]1[C:44](B(O)O)=[CH:43][CH:42]=[CH:41][N:40]=1.C(=O)([O-])[O-].[K+].[K+]. The catalyst is CN(C)C(=O)C. The product is [CH:11]1([CH:10]([NH:17][C:18]2[CH:19]=[CH:20][C:21]([C:24]([N:26]([CH3:34])[CH2:27][CH2:28][C:29]([O:31][CH2:32][CH3:33])=[O:30])=[O:25])=[CH:22][CH:23]=2)[C:8]2[O:9][C:5]3[CH:4]=[CH:3][C:2]([C:44]4[C:39]([O:38][CH3:37])=[N:40][CH:41]=[CH:42][CH:43]=4)=[CH:36][C:6]=3[C:7]=2[CH3:35])[CH2:16][CH2:15][CH2:14][CH2:13][CH2:12]1. The yield is 0.890.